Regression. Given two drug SMILES strings and cell line genomic features, predict the synergy score measuring deviation from expected non-interaction effect. From a dataset of NCI-60 drug combinations with 297,098 pairs across 59 cell lines. (1) Drug 1: C1CN1P(=S)(N2CC2)N3CC3. Drug 2: CN1C2=C(C=C(C=C2)N(CCCl)CCCl)N=C1CCCC(=O)O.Cl. Cell line: PC-3. Synergy scores: CSS=4.25, Synergy_ZIP=-1.49, Synergy_Bliss=1.56, Synergy_Loewe=-3.78, Synergy_HSA=0.155. (2) Drug 1: CNC(=O)C1=CC=CC=C1SC2=CC3=C(C=C2)C(=NN3)C=CC4=CC=CC=N4. Drug 2: CNC(=O)C1=NC=CC(=C1)OC2=CC=C(C=C2)NC(=O)NC3=CC(=C(C=C3)Cl)C(F)(F)F. Cell line: BT-549. Synergy scores: CSS=6.83, Synergy_ZIP=-2.21, Synergy_Bliss=-3.75, Synergy_Loewe=-7.65, Synergy_HSA=-7.36. (3) Drug 1: CC12CCC3C(C1CCC2=O)CC(=C)C4=CC(=O)C=CC34C. Drug 2: CN(C(=O)NC(C=O)C(C(C(CO)O)O)O)N=O. Cell line: SK-MEL-28. Synergy scores: CSS=6.25, Synergy_ZIP=1.84, Synergy_Bliss=-0.435, Synergy_Loewe=0.895, Synergy_HSA=0.931. (4) Drug 1: CC12CCC(CC1=CCC3C2CCC4(C3CC=C4C5=CN=CC=C5)C)O. Drug 2: CC1=C(C=C(C=C1)NC2=NC=CC(=N2)N(C)C3=CC4=NN(C(=C4C=C3)C)C)S(=O)(=O)N.Cl. Cell line: CAKI-1. Synergy scores: CSS=50.6, Synergy_ZIP=17.8, Synergy_Bliss=17.6, Synergy_Loewe=18.8, Synergy_HSA=20.4. (5) Drug 1: CC1OCC2C(O1)C(C(C(O2)OC3C4COC(=O)C4C(C5=CC6=C(C=C35)OCO6)C7=CC(=C(C(=C7)OC)O)OC)O)O. Drug 2: CC1=C(N=C(N=C1N)C(CC(=O)N)NCC(C(=O)N)N)C(=O)NC(C(C2=CN=CN2)OC3C(C(C(C(O3)CO)O)O)OC4C(C(C(C(O4)CO)O)OC(=O)N)O)C(=O)NC(C)C(C(C)C(=O)NC(C(C)O)C(=O)NCCC5=NC(=CS5)C6=NC(=CS6)C(=O)NCCC[S+](C)C)O. Cell line: EKVX. Synergy scores: CSS=24.8, Synergy_ZIP=-6.32, Synergy_Bliss=0.162, Synergy_Loewe=0.649, Synergy_HSA=0.102. (6) Drug 2: CCCCCOC(=O)NC1=NC(=O)N(C=C1F)C2C(C(C(O2)C)O)O. Cell line: OVCAR-8. Synergy scores: CSS=0.977, Synergy_ZIP=5.71, Synergy_Bliss=1.80, Synergy_Loewe=-0.0890, Synergy_HSA=-0.0514. Drug 1: CCC1(CC2CC(C3=C(CCN(C2)C1)C4=CC=CC=C4N3)(C5=C(C=C6C(=C5)C78CCN9C7C(C=CC9)(C(C(C8N6C=O)(C(=O)OC)O)OC(=O)C)CC)OC)C(=O)OC)O.OS(=O)(=O)O.